Task: Predict the reactants needed to synthesize the given product.. Dataset: Full USPTO retrosynthesis dataset with 1.9M reactions from patents (1976-2016) (1) Given the product [CH2:34]([O:41][CH2:42][CH2:43][CH2:44][O:45][C:46]1[CH:51]=[CH:50][N:49]([CH:52]2[CH:57]([O:58][CH2:68][C:69]3[CH:78]=[CH:77][C:76]4[C:71](=[CH:72][CH:73]=[CH:74][CH:75]=4)[CH:70]=3)[CH2:56][CH2:55][N:54]([C:59]([O:61][C:62]([CH3:63])([CH3:65])[CH3:64])=[O:60])[CH2:53]2)[C:48](=[O:66])[CH:47]=1)[C:35]1[CH:40]=[CH:39][CH:38]=[CH:37][CH:36]=1.[CH2:1]([O:8][CH2:9][CH2:10][CH2:11][O:12][C:13]1[CH:18]=[CH:17][N:16]([CH:19]2[CH2:24][CH2:23][N:22]([C:25]([O:27][C:28]([CH3:30])([CH3:29])[CH3:31])=[O:26])[CH2:21][CH:20]2[O:32][CH2:68][C:69]2[CH:78]=[CH:77][C:76]3[C:71](=[CH:72][CH:73]=[CH:74][CH:75]=3)[CH:70]=2)[C:15](=[O:33])[CH:14]=1)[C:2]1[CH:3]=[CH:4][CH:5]=[CH:6][CH:7]=1, predict the reactants needed to synthesize it. The reactants are: [CH2:1]([O:8][CH2:9][CH2:10][CH2:11][O:12][C:13]1[CH:18]=[CH:17][N:16]([CH:19]2[CH2:24][CH2:23][N:22]([C:25]([O:27][C:28]([CH3:31])([CH3:30])[CH3:29])=[O:26])[CH2:21][CH:20]2[OH:32])[C:15](=[O:33])[CH:14]=1)[C:2]1[CH:7]=[CH:6][CH:5]=[CH:4][CH:3]=1.[CH2:34]([O:41][CH2:42][CH2:43][CH2:44][O:45][C:46]1[CH:51]=[CH:50][N:49]([CH:52]2[CH:57]([OH:58])[CH2:56][CH2:55][N:54]([C:59]([O:61][C:62]([CH3:65])([CH3:64])[CH3:63])=[O:60])[CH2:53]2)[C:48](=[O:66])[CH:47]=1)[C:35]1[CH:40]=[CH:39][CH:38]=[CH:37][CH:36]=1.Br[CH2:68][C:69]1[CH:78]=[CH:77][C:76]2[C:71](=[CH:72][CH:73]=[CH:74][CH:75]=2)[CH:70]=1. (2) Given the product [Si:32]([O:39][CH2:40][CH2:41][N:42]([CH:43]1[CH2:44][CH2:45]1)[C:29]([C:10]1[C:9]([O:8][CH2:1][C:2]2[CH:3]=[CH:4][CH:5]=[CH:6][CH:7]=2)=[C:14]([OH:15])[N:13]=[C:12]([CH2:16][C:17]2([C:22]3[CH:27]=[CH:26][C:25]([Cl:28])=[CH:24][CH:23]=3)[CH2:18][CH2:19][CH2:20][CH2:21]2)[N:11]=1)=[O:31])([C:35]([CH3:38])([CH3:37])[CH3:36])([CH3:34])[CH3:33], predict the reactants needed to synthesize it. The reactants are: [CH2:1]([O:8][C:9]1[C:10]([C:29]([OH:31])=O)=[N:11][C:12]([CH2:16][C:17]2([C:22]3[CH:27]=[CH:26][C:25]([Cl:28])=[CH:24][CH:23]=3)[CH2:21][CH2:20][CH2:19][CH2:18]2)=[N:13][C:14]=1[OH:15])[C:2]1[CH:7]=[CH:6][CH:5]=[CH:4][CH:3]=1.[Si:32]([O:39][CH2:40][CH2:41][NH:42][CH:43]1[CH2:45][CH2:44]1)([C:35]([CH3:38])([CH3:37])[CH3:36])([CH3:34])[CH3:33].CN(C(ON1N=NC2C=CC=NC1=2)=[N+](C)C)C.F[P-](F)(F)(F)(F)F.C(N(CC)C(C)C)(C)C. (3) Given the product [C:7]([O:11][C:12](=[O:27])[NH:13][CH:14]1[C:20](=[O:21])[N:19]([CH3:1])[C:18]2[CH:22]=[CH:23][C:24]([Br:26])=[CH:25][C:17]=2[CH2:16][CH2:15]1)([CH3:10])([CH3:8])[CH3:9], predict the reactants needed to synthesize it. The reactants are: [C:1](=O)([O-])[O-].[Cs+].[Cs+].[C:7]([O:11][C:12](=[O:27])[NH:13][CH:14]1[C:20](=[O:21])[NH:19][C:18]2[CH:22]=[CH:23][C:24]([Br:26])=[CH:25][C:17]=2[CH2:16][CH2:15]1)([CH3:10])([CH3:9])[CH3:8].IC. (4) The reactants are: [C:1]([N:8]1[CH2:13][CH2:12][CH2:11][CH:10]([C:14]([OH:16])=[O:15])[CH2:9]1)([O:3][C:4]([CH3:7])([CH3:6])[CH3:5])=[O:2].[C:17](=O)([O-])[O-].[K+].[K+].IC. Given the product [CH3:17][O:15][C:14]([CH:10]1[CH2:11][CH2:12][CH2:13][N:8]([C:1]([O:3][C:4]([CH3:7])([CH3:6])[CH3:5])=[O:2])[CH2:9]1)=[O:16], predict the reactants needed to synthesize it.